Dataset: Reaction yield outcomes from USPTO patents with 853,638 reactions. Task: Predict the reaction yield, written as a fraction of the theoretical maximum amount of product (1.0 means a 100% yield; for example, 0.34 means a 34% yield). (1) The reactants are [CH:1]([OH:5])([CH2:3][CH3:4])[CH3:2].[NH2:6][CH:7]([C:12]1[CH:17]=[CH:16][CH:15]=[C:14]([F:18])[CH:13]=1)[CH2:8][C:9](O)=[O:10].S(=O)(=O)(O)O.[OH-].[Na+]. The catalyst is O. The product is [NH2:6][CH:7]([C:12]1[CH:17]=[CH:16][CH:15]=[C:14]([F:18])[CH:13]=1)[CH2:8][C:9]([O:5][CH:1]([CH2:3][CH3:4])[CH3:2])=[O:10]. The yield is 0.700. (2) The reactants are Cl[C:2]1[N:7]=[C:6]([C:8]2[C:9]([C:17]3[CH:18]=[CH:19][C:20]([O:32][CH3:33])=[C:21]([NH:23][C:24](=[O:31])[CH2:25][C:26]4[S:27][CH:28]=[CH:29][CH:30]=4)[CH:22]=3)=[N:10][N:11]3[CH:16]=[CH:15][CH:14]=[CH:13][C:12]=23)[CH:5]=[CH:4][N:3]=1.[CH3:34][N:35]1[CH2:44][CH2:43][C:42]2[C:37](=[CH:38][C:39]([NH2:45])=[CH:40][CH:41]=2)[CH2:36]1.Cl. The catalyst is CC(O)C. The product is [CH3:33][O:32][C:20]1[CH:19]=[CH:18][C:17]([C:9]2[C:8]([C:6]3[CH:5]=[CH:4][N:3]=[C:2]([NH:45][C:39]4[CH:38]=[C:37]5[C:42]([CH2:43][CH2:44][N:35]([CH3:34])[CH2:36]5)=[CH:41][CH:40]=4)[N:7]=3)=[C:12]3[CH:13]=[CH:14][CH:15]=[CH:16][N:11]3[N:10]=2)=[CH:22][C:21]=1[NH:23][C:24](=[O:31])[CH2:25][C:26]1[S:27][CH:28]=[CH:29][CH:30]=1. The yield is 0.530. (3) The reactants are N[C:2]1[C:3]([Cl:8])=[N:4][CH:5]=[CH:6][CH:7]=1.[F:9][C:10]([F:14])([F:13])[CH2:11][OH:12].CS(O)(=O)=O.N(OC(C)(C)C)=O.C1(C)C=C(C)C=C(C)C=1. No catalyst specified. The product is [Cl:8][C:3]1[C:2]([O:12][CH2:11][C:10]([F:14])([F:13])[F:9])=[CH:7][CH:6]=[CH:5][N:4]=1. The yield is 0.730. (4) The product is [CH3:22][N:19]1[CH2:20][CH2:21][C@@:17]([NH:16][C:9](=[O:10])[O:11][C:12]([CH3:13])([CH3:14])[CH3:15])([CH2:24][C:25]#[CH:26])[C:18]1=[O:23]. The reactants are [CH3:13][C:12]([O:11][C:9](O[C:9]([O:11][C:12]([CH3:15])([CH3:14])[CH3:13])=[O:10])=[O:10])([CH3:15])[CH3:14].[NH2:16][C@@:17]1([CH2:24][C:25]#[CH:26])[CH2:21][CH2:20][N:19]([CH3:22])[C:18]1=[O:23]. The yield is 0.933. The catalyst is C(Cl)Cl.